Task: Predict the product of the given reaction.. Dataset: Forward reaction prediction with 1.9M reactions from USPTO patents (1976-2016) (1) Given the reactants [CH:1]([O:8][CH2:9][CH3:10])(OCC)OCC.C(O[C@@H:15]1[C@H:21]2[C@H:22]3[C@H:31]([CH2:32][CH2:33][C@:18]2([CH2:19][CH3:20])[C:17](=[O:35])[CH2:16]1)[C@@H:30]1[C:25](=[CH:26]C(=O)[CH2:28][CH2:29]1)[CH2:24][CH2:23]3)(=O)C.C1(N)CCCCC1.O, predict the reaction product. The product is: [CH2:9]([O:8][C:1]1[CH2:28][CH2:29][C@H:30]2[C:25](=[CH:24][CH2:23][C@@H:22]3[C@@H:31]2[CH2:32][CH2:33][C@@:18]2([CH2:19][CH3:20])[C@H:21]3[CH:15]=[CH:16][C:17]2=[O:35])[CH:26]=1)[CH3:10]. (2) Given the reactants [OH:1][C:2]1[CH:3]=[CH:4][C:5]2[N:9]=[C:8]([CH2:10][O:11][C:12]3[CH:13]=[C:14]([CH:19]=[CH:20][CH:21]=3)[C:15]([O:17][CH3:18])=[O:16])[N:7]([CH3:22])[C:6]=2[CH:23]=1.[Br:24][C:25]1[C:26]([Cl:32])=[N:27][C:28](F)=[CH:29][CH:30]=1.N1C2C(=CC=C3C=2N=CC=C3)C=CC=1.C(=O)([O-])[O-].[Cs+].[Cs+], predict the reaction product. The product is: [Br:24][C:25]1[CH:30]=[CH:29][C:28]([O:1][C:2]2[CH:3]=[CH:4][C:5]3[N:9]=[C:8]([CH2:10][O:11][C:12]4[CH:13]=[C:14]([CH:19]=[CH:20][CH:21]=4)[C:15]([O:17][CH3:18])=[O:16])[N:7]([CH3:22])[C:6]=3[CH:23]=2)=[N:27][C:26]=1[Cl:32]. (3) The product is: [Cl:1][C:2]1[C:7]([Cl:8])=[CH:6][CH:5]=[CH:4][C:3]=1[C:9]1[CH:10]=[C:11]2[C:16]3=[C:17]([C@H:19]4[CH2:24][N:23]([CH2:26][CH2:25][CH3:27])[CH2:22][CH2:21][C@H:20]4[N:15]3[CH2:14][CH2:13][CH2:12]2)[CH:18]=1. Given the reactants [Cl:1][C:2]1[C:7]([Cl:8])=[CH:6][CH:5]=[CH:4][C:3]=1[C:9]1[CH:10]=[C:11]2[C:16]3=[C:17]([C@H:19]4[CH2:24][NH:23][CH2:22][CH2:21][C@H:20]4[N:15]3[CH2:14][CH2:13][CH2:12]2)[CH:18]=1.[CH:25](N(CC)C(C)C)([CH3:27])[CH3:26].BrCCC, predict the reaction product. (4) The product is: [F:1][C:2]1[CH:3]=[C:4]([NH:9][C:10]2[O:14][C:13]([C:15]([NH:17][C:18]3[CH:23]=[CH:22][C:21]([CH2:24][CH2:25][CH2:26][CH2:27][C:28]([OH:30])=[O:29])=[CH:20][CH:19]=3)=[O:16])=[N:12][N:11]=2)[CH:5]=[CH:6][C:7]=1[F:8]. Given the reactants [F:1][C:2]1[CH:3]=[C:4]([NH:9][C:10]2[O:14][C:13]([C:15]([NH:17][C:18]3[CH:23]=[CH:22][C:21]([CH2:24][CH2:25][CH2:26][CH:27](C(O)=O)[C:28]([OH:30])=[O:29])=[CH:20][CH:19]=3)=[O:16])=[N:12][N:11]=2)[CH:5]=[CH:6][C:7]=1[F:8], predict the reaction product. (5) Given the reactants Cl[C:2]1[C:11]2[C:6](=[CH:7][CH:8]=[CH:9][CH:10]=2)[N:5]=[CH:4][N:3]=1.CC[N:14](C(C)C)C(C)C, predict the reaction product. The product is: [NH2:14][C:2]1[C:11]2[C:6](=[CH:7][CH:8]=[CH:9][CH:10]=2)[N:5]=[CH:4][N:3]=1.